This data is from TCR-epitope binding with 47,182 pairs between 192 epitopes and 23,139 TCRs. The task is: Binary Classification. Given a T-cell receptor sequence (or CDR3 region) and an epitope sequence, predict whether binding occurs between them. (1) The epitope is KLSYGIATV. The TCR CDR3 sequence is CASSFGQGDSLYGYTF. Result: 0 (the TCR does not bind to the epitope). (2) The epitope is TPGPGVRYPL. The TCR CDR3 sequence is CASSPGTSGTYEQYF. Result: 0 (the TCR does not bind to the epitope). (3) Result: 1 (the TCR binds to the epitope). The TCR CDR3 sequence is CASSLGSTNRNTIYF. The epitope is NLVPMVATV. (4) The epitope is NLDSKVGGNY. The TCR CDR3 sequence is CASSSSTDRGGLAGGIEQFF. Result: 0 (the TCR does not bind to the epitope).